Dataset: Catalyst prediction with 721,799 reactions and 888 catalyst types from USPTO. Task: Predict which catalyst facilitates the given reaction. (1) Reactant: C[O:2][C:3]1[CH:12]=[CH:11][C:10]2[NH:9][C:8](=[O:13])[C:7]([C:14]3[CH:19]=[CH:18][CH:17]=[CH:16][CH:15]=3)=[N:6][C:5]=2[C:4]=1[C:20]([O:22]C)=[O:21].B(Br)(Br)Br.O. Product: [OH:2][C:3]1[CH:12]=[CH:11][C:10]2[NH:9][C:8](=[O:13])[C:7]([C:14]3[CH:19]=[CH:18][CH:17]=[CH:16][CH:15]=3)=[N:6][C:5]=2[C:4]=1[C:20]([OH:22])=[O:21]. The catalyst class is: 4. (2) Reactant: C([O:3][C:4](=[O:36])[C:5]([CH3:35])([O:7][C:8]1[CH:13]=[CH:12][C:11]([O:14][CH:15]([C:17]2[S:21][C:20]([C:22]3[CH:27]=[CH:26][C:25]([C:28]([F:31])([F:30])[F:29])=[C:24]([F:32])[CH:23]=3)=[N:19][C:18]=2[CH3:33])[CH3:16])=[CH:10][C:9]=1[CH3:34])[CH3:6])C.[OH-].[Na+]. Product: [CH3:6][C:5]([O:7][C:8]1[CH:13]=[CH:12][C:11]([O:14][CH:15]([C:17]2[S:21][C:20]([C:22]3[CH:27]=[CH:26][C:25]([C:28]([F:30])([F:31])[F:29])=[C:24]([F:32])[CH:23]=3)=[N:19][C:18]=2[CH3:33])[CH3:16])=[CH:10][C:9]=1[CH3:34])([CH3:35])[C:4]([OH:36])=[O:3]. The catalyst class is: 14. (3) Reactant: [CH3:1][C@H:2]1[NH:7][CH2:6][C@H:5]([C:8]([O:10][CH3:11])=[O:9])[CH2:4][CH2:3]1.[CH3:12][C:13]([O:16][C:17](O[C:17]([O:16][C:13]([CH3:15])([CH3:14])[CH3:12])=[O:18])=[O:18])([CH3:15])[CH3:14]. Product: [CH3:1][C@H:2]1[N:7]([C:17]([O:16][C:13]([CH3:15])([CH3:14])[CH3:12])=[O:18])[CH2:6][C@H:5]([C:8]([O:10][CH3:11])=[O:9])[CH2:4][CH2:3]1. The catalyst class is: 34. (4) Reactant: [NH2:1][C:2]1[CH:14]=[C:13]2[C:5]([C:6]3[CH:7]=[C:8]([C:18]4[CH:19]=[N:20][C:21]([CH3:24])=[CH:22][CH:23]=4)[CH:9]=[C:10]([C:15]([NH2:17])=[O:16])[C:11]=3[NH:12]2)=[CH:4][CH:3]=1.Cl[CH2:26][CH2:27][O:28][CH2:29][CH2:30]Cl.C([O-])([O-])=O.[Na+].[Na+]. Product: [CH3:24][C:21]1[N:20]=[CH:19][C:18]([C:8]2[CH:9]=[C:10]([C:15]([NH2:17])=[O:16])[C:11]3[NH:12][C:13]4[C:5]([C:6]=3[CH:7]=2)=[CH:4][CH:3]=[C:2]([N:1]2[CH2:30][CH2:29][O:28][CH2:27][CH2:26]2)[CH:14]=4)=[CH:23][CH:22]=1. The catalyst class is: 3. (5) Reactant: [Cl:1][C:2]1[N:7]=[CH:6][C:5]([S:8]([N:11]2[C:15]([C:16]3[CH:21]=[CH:20][CH:19]=[CH:18][CH:17]=3)=[CH:14][C:13]([CH2:22][N:23](C)[C:24](=O)OC(C)(C)C)=[CH:12]2)(=[O:10])=[O:9])=[CH:4][CH:3]=1.[OH-:32].[Na+].O. Product: [ClH:1].[CH3:24][NH:23][CH2:22][C:13]1[CH:14]=[C:15]([C:16]2[CH:21]=[CH:20][CH:19]=[CH:18][CH:17]=2)[N:11]([S:8]([C:5]2[CH:4]=[CH:3][C:2]([OH:32])=[N:7][CH:6]=2)(=[O:10])=[O:9])[CH:12]=1. The catalyst class is: 7. (6) Reactant: [CH3:1][O:2][C:3]1[CH:12]=[C:11]2[C:6]([C:7]([O:13][CH2:14][C:15]3[N:19]4[CH:20]=[C:21]([C:24]5[S:28][C:27]([C:29](Cl)=[O:30])=[CH:26][CH:25]=5)[CH:22]=[CH:23][C:18]4=[N:17][N:16]=3)=[CH:8][CH:9]=[N:10]2)=[CH:5][CH:4]=1.C[CH2:33][N:34](C(C)C)C(C)C.CN. Product: [CH3:1][O:2][C:3]1[CH:12]=[C:11]2[C:6]([C:7]([O:13][CH2:14][C:15]3[N:19]4[CH:20]=[C:21]([C:24]5[S:28][C:27]([C:29]([NH:34][CH3:33])=[O:30])=[CH:26][CH:25]=5)[CH:22]=[CH:23][C:18]4=[N:17][N:16]=3)=[CH:8][CH:9]=[N:10]2)=[CH:5][CH:4]=1. The catalyst class is: 168.